Dataset: Full USPTO retrosynthesis dataset with 1.9M reactions from patents (1976-2016). Task: Predict the reactants needed to synthesize the given product. (1) Given the product [Cl:1][C:2]1[CH:3]=[C:4]([CH:20]=[CH:21][C:22]=1[Cl:23])[CH2:5][C:6]1[NH:24][C:8](=[O:7])[C:9]2[C:10](=[CH:12][C:13]([N+:16]([O-:18])=[O:17])=[CH:14][CH:15]=2)[N:11]=1, predict the reactants needed to synthesize it. The reactants are: [Cl:1][C:2]1[CH:3]=[C:4]([CH:20]=[CH:21][C:22]=1[Cl:23])[CH2:5][C:6]1[O:7][C:8](=O)[C:9]2[CH:15]=[CH:14][C:13]([N+:16]([O-:18])=[O:17])=[CH:12][C:10]=2[N:11]=1.[NH3:24]. (2) Given the product [CH3:14][N:13]1[C:9]([C:5]2[CH:4]=[C:3]([C:1]#[C:2][C:19]3[CH:42]=[CH:41][C:22]([CH2:23][CH2:24][C:25]4[CH:30]=[CH:29][N:28]=[C:27]([C:31]5[CH:36]=[CH:35][C:34]([C:37]([F:38])([F:40])[F:39])=[CH:33][CH:32]=5)[CH:26]=4)=[CH:21][CH:20]=3)[CH:8]=[CH:7][CH:6]=2)=[N:10][C:11]([CH2:15][CH2:16][CH3:17])=[N:12]1, predict the reactants needed to synthesize it. The reactants are: [C:1]([C:3]1[CH:4]=[C:5]([C:9]2[N:13]([CH3:14])[N:12]=[C:11]([CH2:15][CH2:16][CH3:17])[N:10]=2)[CH:6]=[CH:7][CH:8]=1)#[CH:2].I[C:19]1[CH:42]=[CH:41][C:22]([CH2:23][CH2:24][C:25]2[CH:30]=[CH:29][N:28]=[C:27]([C:31]3[CH:36]=[CH:35][C:34]([C:37]([F:40])([F:39])[F:38])=[CH:33][CH:32]=3)[CH:26]=2)=[CH:21][CH:20]=1.CCN(CC)CC. (3) The reactants are: [CH2:1]([N:5]1[CH2:9][CH2:8][CH:7]([S:10]([C:13]2[CH:18]=[CH:17][C:16]([OH:19])=[CH:15][CH:14]=2)(=[O:12])=[O:11])[CH2:6]1)[CH2:2][CH:3]=[CH2:4].Br[C:21]1[CH:22]=[N:23][CH:24]=[CH:25][CH:26]=1.C([O-])([O-])=O.[K+].[K+]. Given the product [N:23]1[CH:24]=[CH:25][CH:26]=[C:21]([CH:4]=[CH:3][CH2:2][CH2:1][N:5]2[CH2:9][CH2:8][CH:7]([S:10]([C:13]3[CH:14]=[CH:15][C:16]([OH:19])=[CH:17][CH:18]=3)(=[O:12])=[O:11])[CH2:6]2)[CH:22]=1, predict the reactants needed to synthesize it. (4) Given the product [CH2:1]([NH:5][C:6]1[CH:7]=[CH:8][C:9]2[N:10]([C:12]([C:15]3[CH:16]=[CH:17][C:18]([C:19]([N:27]4[CH2:28][CH2:29][N:24]([C:30]([O:32][C:33]([CH3:36])([CH3:35])[CH3:34])=[O:31])[CH2:25][CH2:26]4)=[O:20])=[CH:22][CH:23]=3)=[CH:13][N:14]=2)[N:11]=1)[CH2:2][CH2:3][CH3:4], predict the reactants needed to synthesize it. The reactants are: [CH2:1]([NH:5][C:6]1[CH:7]=[CH:8][C:9]2[N:10]([C:12]([C:15]3[CH:23]=[CH:22][C:18]([C:19](O)=[O:20])=[CH:17][CH:16]=3)=[CH:13][N:14]=2)[N:11]=1)[CH2:2][CH2:3][CH3:4].[N:24]1([C:30]([O:32][C:33]([CH3:36])([CH3:35])[CH3:34])=[O:31])[CH2:29][CH2:28][NH:27][CH2:26][CH2:25]1.C(N=C=NCCCN(C)C)C. (5) Given the product [C:22]([O:21][C:18](=[O:20])[CH2:19][C:3](=[O:17])[C:4]1[CH:9]=[CH:8][CH:7]=[C:6]([C:10]([O:13][CH3:14])([O:15][CH3:16])[CH2:11][Br:12])[CH:5]=1)([CH3:25])([CH3:24])[CH3:23], predict the reactants needed to synthesize it. The reactants are: CO[C:3](=[O:17])[C:4]1[CH:9]=[CH:8][CH:7]=[C:6]([C:10]([O:15][CH3:16])([O:13][CH3:14])[CH2:11][Br:12])[CH:5]=1.[C:18]([O:21][C:22]([CH3:25])([CH3:24])[CH3:23])(=[O:20])[CH3:19].[Li].